From a dataset of Catalyst prediction with 721,799 reactions and 888 catalyst types from USPTO. Predict which catalyst facilitates the given reaction. (1) Reactant: [C:1](=[S:12])([S:7][CH2:8][C:9]([OH:11])=O)SCC(O)=O.C(=O)([O-])[O-].[K+].[K+].[NH2:19][C:20]1[CH:25]=[CH:24][CH:23]=[CH:22][CH:21]=1. Product: [C:20]1([N:19]2[C:9](=[O:11])[CH2:8][S:7][C:1]2=[S:12])[CH:25]=[CH:24][CH:23]=[CH:22][CH:21]=1. The catalyst class is: 6. (2) Reactant: [Cl:1][C:2]1[CH:10]=[CH:9][C:5]([C:6](Cl)=[O:7])=[CH:4][N:3]=1.[F:11][C:12]1[CH:19]=[CH:18][C:15]([NH:16][CH3:17])=[CH:14][CH:13]=1.C1CCN2C(=NCCC2)CC1. Product: [Cl:1][C:2]1[CH:10]=[CH:9][C:5]([C:6]([N:16]([C:15]2[CH:18]=[CH:19][C:12]([F:11])=[CH:13][CH:14]=2)[CH3:17])=[O:7])=[CH:4][N:3]=1. The catalyst class is: 3. (3) Reactant: [C:1]([O:5][C:6]([N:8]1[CH2:17][C:16]([CH3:19])([CH3:18])[C:15]2[C:10](=[CH:11][C:12]([NH2:20])=[CH:13][CH:14]=2)[CH2:9]1)=[O:7])([CH3:4])([CH3:3])[CH3:2].[NH2:21][C:22]1[CH:30]=[CH:29][CH:28]=[CH:27][C:23]=1[C:24](O)=[O:25].CN(C(ON1N=NC2C=CC=CC1=2)=[N+](C)C)C.[B-](F)(F)(F)F.CCN(C(C)C)C(C)C. The catalyst class is: 173. Product: [C:1]([O:5][C:6]([N:8]1[CH2:17][C:16]([CH3:19])([CH3:18])[C:15]2[C:10](=[CH:11][C:12]([NH:20][C:24](=[O:25])[C:23]3[CH:27]=[CH:28][CH:29]=[CH:30][C:22]=3[NH2:21])=[CH:13][CH:14]=2)[CH2:9]1)=[O:7])([CH3:4])([CH3:2])[CH3:3]. (4) Reactant: [BH4-].[Na+].[Cl:3][C:4]1[CH:5]=[CH:6][C:7]([O:30]COCCOC)=[C:8]([CH:29]=1)[C:9]([NH:11][C:12]1[CH:17]=[CH:16][C:15]([N:18]2[CH2:23][CH2:22][N:21]([CH2:24][C:25](=[O:27])[CH3:26])[CH2:20][CH2:19]2)=[C:14]([F:28])[CH:13]=1)=[O:10].Cl. Product: [ClH:3].[Cl:3][C:4]1[CH:5]=[CH:6][C:7]([OH:30])=[C:8]([CH:29]=1)[C:9]([NH:11][C:12]1[CH:17]=[CH:16][C:15]([N:18]2[CH2:19][CH2:20][N:21]([CH2:24][CH:25]([OH:27])[CH3:26])[CH2:22][CH2:23]2)=[C:14]([F:28])[CH:13]=1)=[O:10]. The catalyst class is: 5. (5) Reactant: C(Cl)(Cl)Cl.C(N(CC)CC)C.[CH3:12][N:13]1[CH:17]=[C:16]([C:18](Cl)=[O:19])[N:15]=[CH:14]1.[F:21][C:22]1[C:27]([C:28]2[CH:33]=[CH:32][C:31]([O:34][C:35]([F:38])([F:37])[F:36])=[CH:30][CH:29]=2)=[CH:26][C:25]([CH2:39][NH:40][C:41]([CH3:43])=[CH2:42])=[CH:24][CH:23]=1. Product: [F:21][C:22]1[C:27]([C:28]2[CH:29]=[CH:30][C:31]([O:34][C:35]([F:37])([F:38])[F:36])=[CH:32][CH:33]=2)=[CH:26][C:25]([CH2:39][N:40]([C:41]([CH3:43])=[CH2:42])[C:18]([C:16]2[N:15]=[CH:14][N:13]([CH3:12])[CH:17]=2)=[O:19])=[CH:24][CH:23]=1. The catalyst class is: 6.